Dataset: Full USPTO retrosynthesis dataset with 1.9M reactions from patents (1976-2016). Task: Predict the reactants needed to synthesize the given product. (1) The reactants are: [C:1]([O:5][C:6]([N:8]1[CH2:13][CH2:12][C@H:11]([NH:14][C:15]([O:17][CH3:18])=[O:16])[C@H:10]([C:19]([OH:21])=O)[CH2:9]1)=[O:7])([CH3:4])([CH3:3])[CH3:2].C(Cl)Cl.N1([PH+](N2[CH2:40][CH2:39][CH2:38][CH2:37]2)N2[CH2:40][CH2:39][CH2:38][CH2:37]2)[CH2:40][CH2:39][CH2:38][CH2:37]1.F[P-](F)(F)(F)(F)F.[S:48]1[CH2:52][CH2:51][NH:50][CH2:49]1.[CH2:53](N(CC)CC)[CH3:54]. Given the product [C:1]([O:5][C:6]([N:8]1[CH2:13][CH2:12][C@H:11]([NH:14][C:15]([O:17][CH2:18][C:37]2[CH:38]=[CH:39][CH:40]=[CH:54][CH:53]=2)=[O:16])[C@H:10]([C:19]([N:50]2[CH2:51][CH2:52][S:48][CH2:49]2)=[O:21])[CH2:9]1)=[O:7])([CH3:2])([CH3:3])[CH3:4], predict the reactants needed to synthesize it. (2) Given the product [OH:4][C:5]1[CH:10]=[CH:9][CH:8]=[CH:7][C:6]=1[C:11]([NH:12][C:13]1[S:14][CH:15]=[C:16]([S:18]([CH3:21])(=[O:20])=[O:19])[N:17]=1)=[O:22], predict the reactants needed to synthesize it. The reactants are: C([O:4][C:5]1[CH:10]=[CH:9][CH:8]=[CH:7][C:6]=1[C:11](=[O:22])[NH:12][C:13]1[S:14][CH:15]=[C:16]([S:18]([CH3:21])(=[O:20])=[O:19])[N:17]=1)(=O)C. (3) Given the product [NH2:1][C:2]1[N:3]=[C:4]([CH3:24])[C:5]2[CH:11]=[C:10]([NH:25][C:26]3[CH:31]=[CH:30][CH:29]=[CH:28][CH:27]=3)[C:9](=[O:13])[N:8]([C@H:14]3[CH2:19][CH2:18][C@H:17]([O:20][CH2:21][CH2:22][OH:23])[CH2:16][CH2:15]3)[C:6]=2[N:7]=1, predict the reactants needed to synthesize it. The reactants are: [NH2:1][C:2]1[N:3]=[C:4]([CH3:24])[C:5]2[CH:11]=[C:10](Br)[C:9](=[O:13])[N:8]([C@H:14]3[CH2:19][CH2:18][C@H:17]([O:20][CH2:21][CH2:22][OH:23])[CH2:16][CH2:15]3)[C:6]=2[N:7]=1.[NH2:25][C:26]1[CH:31]=[CH:30][CH:29]=[CH:28][CH:27]=1.C([O-])([O-])=O.[Cs+].[Cs+].C1C=CC(P(C2C(C3C(P(C4C=CC=CC=4)C4C=CC=CC=4)=CC=C4C=3C=CC=C4)=C3C(C=CC=C3)=CC=2)C2C=CC=CC=2)=CC=1. (4) Given the product [CH3:1][CH:2]([CH2:18][CH3:19])[CH2:3][O:4][C:5]1[CH:6]=[C:7]([C:26]2[CH:27]=[CH:28][C:29]([O:30][CH2:31][CH:32]([CH3:35])[CH2:33][CH3:34])=[C:24]([O:23][CH2:22][CH:21]([CH3:20])[CH2:39][CH3:40])[CH:25]=2)[CH:8]=[CH:9][C:10]=1[O:11][CH2:12][CH:13]([CH3:16])[CH2:14][CH3:15], predict the reactants needed to synthesize it. The reactants are: [CH3:1][CH:2]([CH2:18][CH3:19])[CH2:3][O:4][C:5]1[CH:6]=[C:7](Br)[CH:8]=[CH:9][C:10]=1[O:11][CH2:12][CH:13]([CH3:16])[CH2:14][CH3:15].[CH3:20][CH:21]([CH2:39][CH3:40])[CH2:22][O:23][C:24]1[CH:25]=[C:26](B(O)O)[CH:27]=[CH:28][C:29]=1[O:30][CH2:31][CH:32]([CH3:35])[CH2:33][CH3:34].C([O-])([O-])=O.[K+].[K+].N#N.[C-]#N.[Na+]. (5) Given the product [CH3:4][N:13]1[CH2:12][CH2:11][N:10]([C:16]2[N:21]=[CH:20][C:19]([C:22]3[S:23][C:24]4[CH:30]=[C:29]([C:31]([O:33][CH2:34][CH3:35])=[O:32])[CH:28]=[CH:27][C:25]=4[N:26]=3)=[CH:18][CH:17]=2)[CH2:15][CH2:14]1, predict the reactants needed to synthesize it. The reactants are: C=O.F[C:4](F)(F)C(O)=O.[N:10]1([C:16]2[N:21]=[CH:20][C:19]([C:22]3[S:23][C:24]4[CH:30]=[C:29]([C:31]([O:33][CH2:34][CH3:35])=[O:32])[CH:28]=[CH:27][C:25]=4[N:26]=3)=[CH:18][CH:17]=2)[CH2:15][CH2:14][NH:13][CH2:12][CH2:11]1.C([BH3-])#N.[Na+]. (6) Given the product [F:25][C:26]1[CH:31]=[CH:30][C:29]([O:32][CH3:33])=[CH:28][C:27]=1[C:2]1[CH:7]=[CH:6][CH:5]=[C:4]([C:8]2([C:18]3[CH:23]=[CH:22][N:21]=[CH:20][C:19]=3[F:24])[C:16]3[C:11](=[CH:12][CH:13]=[CH:14][CH:15]=3)[C:10]([NH2:17])=[N:9]2)[CH:3]=1, predict the reactants needed to synthesize it. The reactants are: Br[C:2]1[CH:3]=[C:4]([C:8]2([C:18]3[CH:23]=[CH:22][N:21]=[CH:20][C:19]=3[F:24])[C:16]3[C:11](=[CH:12][CH:13]=[CH:14][CH:15]=3)[C:10]([NH2:17])=[N:9]2)[CH:5]=[CH:6][CH:7]=1.[F:25][C:26]1[CH:31]=[CH:30][C:29]([O:32][CH3:33])=[CH:28][C:27]=1B(O)O. (7) Given the product [NH2:24][C:16]([CH2:15][CH2:14][C:11]1[CH:12]=[CH:13][C:8]([C:5]2[CH:6]=[CH:7][C:2]([Br:1])=[CH:3][C:4]=2[F:28])=[CH:9][CH:10]=1)([CH2:21][OH:20])[CH2:17][OH:18], predict the reactants needed to synthesize it. The reactants are: [Br:1][C:2]1[CH:7]=[CH:6][C:5]([C:8]2[CH:13]=[CH:12][C:11]([CH2:14][CH2:15][C:16]3([NH:24]C(=O)C)[CH2:21][O:20]C(C)(C)[O:18][CH2:17]3)=[CH:10][CH:9]=2)=[C:4]([F:28])[CH:3]=1.Cl. (8) Given the product [N:35]1[CH:36]=[C:24]([NH:23][C:19]([C:6]2[N:7]([CH2:11][C:12]3[CH:17]=[CH:16][CH:15]=[C:14]([F:18])[CH:13]=3)[C:8]3[C:4]([CH:5]=2)=[CH:3][C:2]([F:1])=[CH:10][CH:9]=3)=[O:21])[CH:25]=[C:26]2[N:27]=[C:28]3[CH2:40][CH2:31][CH2:30][N:29]3[C:33]=12, predict the reactants needed to synthesize it. The reactants are: [F:1][C:2]1[CH:3]=[C:4]2[C:8](=[CH:9][CH:10]=1)[N:7]([CH2:11][C:12]1[CH:17]=[CH:16][CH:15]=[C:14]([F:18])[CH:13]=1)[C:6]([C:19]([OH:21])=O)=[CH:5]2.C[N:23](C)[CH2:24][CH2:25][CH2:26][N:27]=[C:28]=[N:29][CH2:30][CH3:31].[CH2:33]([N:35](CC)[CH2:36]C)C.[CH3:40]N(C)C=O.